Dataset: Catalyst prediction with 721,799 reactions and 888 catalyst types from USPTO. Task: Predict which catalyst facilitates the given reaction. (1) Reactant: [NH2:1][C:2]1[N:23]=[C:22]([NH:24][CH2:25][CH2:26][NH2:27])[CH:21]=[CH:20][C:3]=1[C:4]([NH:6][CH2:7][C:8]1[S:9][C:10]([O:13][C:14]2[CH:19]=[CH:18][CH:17]=[CH:16][CH:15]=2)=[CH:11][CH:12]=1)=[O:5].F[C:29]1[CH:34]=[CH:33][C:32]([N+:35]([O-:37])=[O:36])=[CH:31][CH:30]=1.C(N(CC)C(C)C)(C)C.O. Product: [NH2:1][C:2]1[N:23]=[C:22]([NH:24][CH2:25][CH2:26][NH:27][C:29]2[CH:34]=[CH:33][C:32]([N+:35]([O-:37])=[O:36])=[CH:31][CH:30]=2)[CH:21]=[CH:20][C:3]=1[C:4]([NH:6][CH2:7][C:8]1[S:9][C:10]([O:13][C:14]2[CH:19]=[CH:18][CH:17]=[CH:16][CH:15]=2)=[CH:11][CH:12]=1)=[O:5]. The catalyst class is: 16. (2) Reactant: [N:1]1[CH:6]=[CH:5][CH:4]=[CH:3][C:2]=1[S:7][S:8][CH2:9][CH2:10][CH2:11][C:12]([OH:14])=[O:13].O[N:16]1[C:20](=[O:21])[CH2:19][CH2:18][C:17]1=[O:22].CN(C)CCCN=C=NCC.C(OCC)(=O)C. Product: [CH2:19]1[C:20](=[O:21])[N:16]([O:13][C:12]([CH2:11][CH2:10][CH2:9][S:8][S:7][C:2]2[N:1]=[CH:6][CH:5]=[CH:4][CH:3]=2)=[O:14])[C:17](=[O:22])[CH2:18]1. The catalyst class is: 4.